Dataset: HIV replication inhibition screening data with 41,000+ compounds from the AIDS Antiviral Screen. Task: Binary Classification. Given a drug SMILES string, predict its activity (active/inactive) in a high-throughput screening assay against a specified biological target. The molecule is COc1ccc(C2=C(N)c3ccccc3C2=O)cc1. The result is 0 (inactive).